This data is from Reaction yield outcomes from USPTO patents with 853,638 reactions. The task is: Predict the reaction yield, written as a fraction of the theoretical maximum amount of product (1.0 means a 100% yield; for example, 0.34 means a 34% yield). (1) The reactants are [CH3:1][CH:2]([CH3:15])[CH2:3][C:4]([C:6]1[CH:14]=[CH:13][C:9]([C:10]([OH:12])=O)=[CH:8][CH:7]=1)=[O:5].F[P-](F)(F)(F)(F)F.N1(OC(N(C)C)=[N+](C)C)C2N=CC=CC=2N=N1.Cl.[NH2:41][CH2:42][CH2:43][C:44]([O:46][CH3:47])=[O:45].C(N(CC)CC)C. The catalyst is CN(C)C=O. The product is [CH3:15][CH:2]([CH3:1])[CH2:3][C:4]([C:6]1[CH:7]=[CH:8][C:9]([C:10]([NH:41][CH2:42][CH2:43][C:44]([O:46][CH3:47])=[O:45])=[O:12])=[CH:13][CH:14]=1)=[O:5]. The yield is 0.770. (2) The reactants are [C:1]1([C:7]2[CH:12]=[CH:11][CH:10]=[CH:9][CH:8]=2)[CH:6]=[CH:5][CH:4]=[CH:3][CH:2]=1.C[N:14]([C:16]([O:20]N1N=NC2C=CC=CC1=2)=[N+](C)C)C.F[P-](F)(F)(F)(F)F.CN(C)C[C@@H]1CC[C@H](C2C=CC=CC=2)N1. The catalyst is CN(C=O)C.CCOC(C)=O. The product is [C:1]1([C:7]2[CH:8]=[CH:9][CH:10]=[CH:11][CH:12]=2)[C:6]([C:16]([NH2:14])=[O:20])=[CH:5][CH:4]=[CH:3][CH:2]=1. The yield is 0.450. (3) The reactants are COC1C=CC(B2OC(C)(C)C(C)(C)O2)=CC=1[CH2:18][S:19](N)(=[O:21])=[O:20].[F:23][C:24]1[CH:25]=[C:26]([CH:64]=[CH:65][CH:66]=1)[CH2:27][N:28]1[CH:32]=[C:31]([C:33]2[C:41]3[C:36](=[N:37][CH:38]=[C:39]([C:42]4[CH:43]=[N:44][C:45]([N:48]5[CH2:53][CH2:52][NH:51][CH2:50][CH2:49]5)=[CH:46][CH:47]=4)[CH:40]=3)[N:35]([S:54]([C:57]3[CH:63]=[CH:62][C:60]([CH3:61])=[CH:59][CH:58]=3)(=[O:56])=[O:55])[CH:34]=2)[CH:30]=[N:29]1.FC1C=C(C=CC=1)CN1C=C(C2C3C(=NC=C(C4C=NC(N5CCN(C)CC5)=CC=4)C=3)NC=2)C=N1.CS(Cl)(=O)=O.C(N(CC)CC)C. The catalyst is C(Cl)Cl. The product is [F:23][C:24]1[CH:25]=[C:26]([CH:64]=[CH:65][CH:66]=1)[CH2:27][N:28]1[CH:32]=[C:31]([C:33]2[C:41]3[C:36](=[N:37][CH:38]=[C:39]([C:42]4[CH:43]=[N:44][C:45]([N:48]5[CH2:53][CH2:52][N:51]([S:19]([CH3:18])(=[O:21])=[O:20])[CH2:50][CH2:49]5)=[CH:46][CH:47]=4)[CH:40]=3)[N:35]([S:54]([C:57]3[CH:63]=[CH:62][C:60]([CH3:61])=[CH:59][CH:58]=3)(=[O:56])=[O:55])[CH:34]=2)[CH:30]=[N:29]1. The yield is 1.00. (4) The reactants are [CH2:1]([O:3][C:4]([C:6]1([CH2:19][C:20]2[CH:25]=[CH:24][CH:23]=[CH:22][C:21]=2[N+:26]([O-])=O)[CH2:11][CH2:10][N:9]([C:12]([O:14][C:15]([CH3:18])([CH3:17])[CH3:16])=[O:13])[CH2:8][CH2:7]1)=[O:5])[CH3:2]. The catalyst is [Pd].C(O)C. The product is [CH2:1]([O:3][C:4]([C:6]1([CH2:19][C:20]2[CH:25]=[CH:24][CH:23]=[CH:22][C:21]=2[NH2:26])[CH2:11][CH2:10][N:9]([C:12]([O:14][C:15]([CH3:18])([CH3:16])[CH3:17])=[O:13])[CH2:8][CH2:7]1)=[O:5])[CH3:2]. The yield is 0.990. (5) The reactants are CCN(C(C)C)C(C)C.[CH2:10]([O:17][C:18]1[CH:26]=[CH:25][C:21]([C:22]([OH:24])=O)=[CH:20][CH:19]=1)[C:11]1[CH:16]=[CH:15][CH:14]=[CH:13][CH:12]=1.C1C=CC2N(O)N=NC=2C=1.CCN=C=NCCCN(C)C.[NH2:48][CH:49]([CH3:70])[C:50]([N:52]1[CH2:57][CH2:56][N:55]([C:58](=[O:69])[C:59]2[CH:64]=[CH:63][CH:62]=[CH:61][C:60]=2[C:65]([F:68])([F:67])[F:66])[CH2:54][CH2:53]1)=[O:51]. The catalyst is CN(C=O)C.O. The product is [CH2:10]([O:17][C:18]1[CH:19]=[CH:20][C:21]([C:22]([NH:48][CH:49]([CH3:70])[C:50](=[O:51])[N:52]2[CH2:53][CH2:54][N:55]([C:58](=[O:69])[C:59]3[CH:64]=[CH:63][CH:62]=[CH:61][C:60]=3[C:65]([F:66])([F:68])[F:67])[CH2:56][CH2:57]2)=[O:24])=[CH:25][CH:26]=1)[C:11]1[CH:12]=[CH:13][CH:14]=[CH:15][CH:16]=1. The yield is 0.470. (6) The yield is 0.190. The reactants are [Cl:1][C:2]1[CH:7]=[C:6](I)[CH:5]=[C:4]([CH3:9])[C:3]=1[C:10](=[O:12])[CH3:11].[O-]P([O-])([O-])=O.[K+].[K+].[K+].[CH3:21][O:22][C:23]1[CH:28]=[CH:27][C:26]([OH:29])=[CH:25][CH:24]=1. The product is [Cl:1][C:2]1[CH:7]=[C:6]([O:29][C:26]2[CH:27]=[CH:28][C:23]([O:22][CH3:21])=[CH:24][CH:25]=2)[CH:5]=[C:4]([CH3:9])[C:3]=1[C:10](=[O:12])[CH3:11]. The catalyst is CN(C=O)C.[Br-].C([N+](CCCC)(CCCC)CCCC)CCC.[Cu]I. (7) The yield is 1.00. The product is [C:12]([O:11][C:9]([N:6]1[CH2:7][CH2:8][CH:3]([CH2:2][NH:1][C:20]([CH2:19][CH2:18][CH2:17][Cl:16])=[O:21])[CH2:4][CH2:5]1)=[O:10])([CH3:15])([CH3:14])[CH3:13]. The catalyst is C(Cl)(Cl)Cl. The reactants are [NH2:1][CH2:2][CH:3]1[CH2:8][CH2:7][N:6]([C:9]([O:11][C:12]([CH3:15])([CH3:14])[CH3:13])=[O:10])[CH2:5][CH2:4]1.[Cl:16][CH2:17][CH2:18][CH2:19][C:20](Cl)=[O:21].